This data is from Full USPTO retrosynthesis dataset with 1.9M reactions from patents (1976-2016). The task is: Predict the reactants needed to synthesize the given product. Given the product [C:1]([NH:4][CH2:5][CH2:6][C:7]1[CH:12]=[CH:11][CH:10]=[CH:9][C:8]=1[C:13]1[O:17][N:16]=[C:15]([C@@H:18]2[C@:23]([C:28]3[CH:33]=[CH:32][C:31]([F:34])=[C:30]([F:35])[CH:29]=3)([O:24][CH2:25][N:52]3[CH:54]=[CH:56][N:49]=[N:50]3)[CH2:22][CH2:21][N:20]([C:36]([O:38][C:39]([CH3:41])([CH3:42])[CH3:40])=[O:37])[CH2:19]2)[C:14]=1[Br:43])(=[O:3])[CH3:2], predict the reactants needed to synthesize it. The reactants are: [C:1]([NH:4][CH2:5][CH2:6][C:7]1[CH:12]=[CH:11][CH:10]=[CH:9][C:8]=1[C:13]1[O:17][N:16]=[C:15]([C@@H:18]2[C@:23]([C:28]3[CH:33]=[CH:32][C:31]([F:34])=[C:30]([F:35])[CH:29]=3)([O:24][CH2:25]C#C)[CH2:22][CH2:21][N:20]([C:36]([O:38][C:39]([CH3:42])([CH3:41])[CH3:40])=[O:37])[CH2:19]2)[C:14]=1[Br:43])(=[O:3])[CH3:2].C[Si](N=[N+:49]=[N-:50])(C)C.C[N:52]([CH:54]=O)C.[CH3:56]O.